Dataset: NCI-60 drug combinations with 297,098 pairs across 59 cell lines. Task: Regression. Given two drug SMILES strings and cell line genomic features, predict the synergy score measuring deviation from expected non-interaction effect. (1) Drug 1: CCCS(=O)(=O)NC1=C(C(=C(C=C1)F)C(=O)C2=CNC3=C2C=C(C=N3)C4=CC=C(C=C4)Cl)F. Drug 2: C(CCl)NC(=O)N(CCCl)N=O. Cell line: LOX IMVI. Synergy scores: CSS=36.5, Synergy_ZIP=-2.91, Synergy_Bliss=-2.21, Synergy_Loewe=-0.193, Synergy_HSA=1.93. (2) Drug 1: C1=C(C(=O)NC(=O)N1)N(CCCl)CCCl. Drug 2: CC1C(C(CC(O1)OC2CC(CC3=C2C(=C4C(=C3O)C(=O)C5=CC=CC=C5C4=O)O)(C(=O)C)O)N)O. Cell line: SNB-75. Synergy scores: CSS=67.2, Synergy_ZIP=0.630, Synergy_Bliss=0.809, Synergy_Loewe=6.12, Synergy_HSA=7.44. (3) Drug 2: C1=NC2=C(N=C(N=C2N1C3C(C(C(O3)CO)O)F)Cl)N. Synergy scores: CSS=-0.491, Synergy_ZIP=1.38, Synergy_Bliss=3.00, Synergy_Loewe=1.31, Synergy_HSA=0.670. Drug 1: C1CN1P(=S)(N2CC2)N3CC3. Cell line: RXF 393. (4) Drug 1: CCC1(CC2CC(C3=C(CCN(C2)C1)C4=CC=CC=C4N3)(C5=C(C=C6C(=C5)C78CCN9C7C(C=CC9)(C(C(C8N6C)(C(=O)OC)O)OC(=O)C)CC)OC)C(=O)OC)O.OS(=O)(=O)O. Drug 2: COC1=C2C(=CC3=C1OC=C3)C=CC(=O)O2. Cell line: PC-3. Synergy scores: CSS=-2.51, Synergy_ZIP=2.74, Synergy_Bliss=-7.19, Synergy_Loewe=-23.0, Synergy_HSA=-10.4. (5) Drug 1: C1=CC(=CC=C1CCC2=CNC3=C2C(=O)NC(=N3)N)C(=O)NC(CCC(=O)O)C(=O)O. Drug 2: C1=NC(=NC(=O)N1C2C(C(C(O2)CO)O)O)N. Cell line: M14. Synergy scores: CSS=19.9, Synergy_ZIP=-4.95, Synergy_Bliss=-2.53, Synergy_Loewe=-8.04, Synergy_HSA=-1.62. (6) Drug 1: C1C(C(OC1N2C=NC3=C2NC=NCC3O)CO)O. Drug 2: CCC1(C2=C(COC1=O)C(=O)N3CC4=CC5=C(C=CC(=C5CN(C)C)O)N=C4C3=C2)O.Cl. Cell line: CCRF-CEM. Synergy scores: CSS=52.2, Synergy_ZIP=2.56, Synergy_Bliss=2.29, Synergy_Loewe=-40.4, Synergy_HSA=1.43. (7) Drug 2: CC1C(C(CC(O1)OC2CC(CC3=C2C(=C4C(=C3O)C(=O)C5=C(C4=O)C(=CC=C5)OC)O)(C(=O)CO)O)N)O.Cl. Synergy scores: CSS=46.7, Synergy_ZIP=-3.17, Synergy_Bliss=-5.41, Synergy_Loewe=-24.5, Synergy_HSA=-4.07. Drug 1: C1=CN(C=N1)CC(O)(P(=O)(O)O)P(=O)(O)O. Cell line: RPMI-8226. (8) Drug 1: CC1=C(C(=CC=C1)Cl)NC(=O)C2=CN=C(S2)NC3=CC(=NC(=N3)C)N4CCN(CC4)CCO. Drug 2: CC12CCC3C(C1CCC2OP(=O)(O)O)CCC4=C3C=CC(=C4)OC(=O)N(CCCl)CCCl.[Na+]. Cell line: SW-620. Synergy scores: CSS=10.8, Synergy_ZIP=-2.73, Synergy_Bliss=-1.49, Synergy_Loewe=-0.322, Synergy_HSA=0.0123.